From a dataset of Peptide-MHC class I binding affinity with 185,985 pairs from IEDB/IMGT. Regression. Given a peptide amino acid sequence and an MHC pseudo amino acid sequence, predict their binding affinity value. This is MHC class I binding data. (1) The peptide sequence is IMDLHPGAGK. The MHC is HLA-A03:01 with pseudo-sequence HLA-A03:01. The binding affinity (normalized) is 0.657. (2) The MHC is HLA-B15:03 with pseudo-sequence HLA-B15:03. The binding affinity (normalized) is 0.302. The peptide sequence is KGKAAAFAK. (3) The peptide sequence is FYADPKRYF. The MHC is HLA-C04:01 with pseudo-sequence HLA-C04:01. The binding affinity (normalized) is 0.0847. (4) The peptide sequence is IGDKPTCLV. The MHC is HLA-A29:02 with pseudo-sequence HLA-A29:02. The binding affinity (normalized) is 0.0847. (5) The peptide sequence is VSHFYFGAY. The MHC is HLA-A24:02 with pseudo-sequence HLA-A24:02. The binding affinity (normalized) is 0. (6) The peptide sequence is SEQEVSRVL. The MHC is HLA-B40:02 with pseudo-sequence HLA-B40:02. The binding affinity (normalized) is 0.578. (7) The peptide sequence is LNCLSLLLSV. The MHC is HLA-A02:01 with pseudo-sequence HLA-A02:01. The binding affinity (normalized) is 0.515. (8) The peptide sequence is SAPQQLCTM. The MHC is HLA-A68:02 with pseudo-sequence HLA-A68:02. The binding affinity (normalized) is 0. (9) The peptide sequence is WLGAAITLVV. The MHC is HLA-A02:02 with pseudo-sequence HLA-A02:02. The binding affinity (normalized) is 0.725. (10) The peptide sequence is TAAQAAVVRF. The MHC is HLA-A24:02 with pseudo-sequence HLA-A24:02. The binding affinity (normalized) is 0.301.